This data is from Full USPTO retrosynthesis dataset with 1.9M reactions from patents (1976-2016). The task is: Predict the reactants needed to synthesize the given product. Given the product [NH2:7][C:35](=[O:34])[CH2:36][C:37]1[CH:76]=[CH:75][CH:74]=[CH:73][C:38]=1[CH2:39][CH2:40][C:41]1[C:46]([C:47]([F:50])([F:48])[F:49])=[CH:45][N:44]=[C:43]([NH:51][C:52]2[CH:72]=[CH:71][C:55]([C:56]([N:58]3[CH2:59][CH2:60][N:61]([C:64]([O:66][C:67]([CH3:68])([CH3:69])[CH3:70])=[O:65])[CH2:62][CH2:63]3)=[O:57])=[CH:54][CH:53]=2)[N:42]=1, predict the reactants needed to synthesize it. The reactants are: C1C=CC2N(O)N=[N:7]C=2C=1.CCN=C=NCCCN(C)C.Cl.Cl.CCN(C(C)C)C(C)C.C[O:34][C:35](=O)[CH2:36][C:37]1[CH:76]=[CH:75][CH:74]=[CH:73][C:38]=1[CH2:39][CH2:40][C:41]1[C:46]([C:47]([F:50])([F:49])[F:48])=[CH:45][N:44]=[C:43]([NH:51][C:52]2[CH:72]=[CH:71][C:55]([C:56]([N:58]3[CH2:63][CH2:62][N:61]([C:64]([O:66][C:67]([CH3:70])([CH3:69])[CH3:68])=[O:65])[CH2:60][CH2:59]3)=[O:57])=[CH:54][CH:53]=2)[N:42]=1.C(=O)([O-])[O-].[NH4+].[NH4+].